This data is from Catalyst prediction with 721,799 reactions and 888 catalyst types from USPTO. The task is: Predict which catalyst facilitates the given reaction. (1) Reactant: C([O:8][C:9]1[C:10]([O:29][CH3:30])=[CH:11][C:12]2[C:21]3[C:16](=[C:17]([NH2:27])[N:18]=[C:19]([N:22]4[CH:26]=[CH:25][N:24]=[CH:23]4)[CH:20]=3)[CH:15]=[N:14][C:13]=2[CH:28]=1)C1C=CC=CC=1. Product: [NH2:27][C:17]1[N:18]=[C:19]([N:22]2[CH:26]=[CH:25][N:24]=[CH:23]2)[CH:20]=[C:21]2[C:16]=1[CH:15]=[N:14][C:13]1[CH:28]=[C:9]([OH:8])[C:10]([O:29][CH3:30])=[CH:11][C:12]2=1. The catalyst class is: 52. (2) Reactant: [CH2:1]([CH:5]1[S:10][C:9]2[CH:11]=[CH:12][CH:13]=[CH:14][C:8]=2[N:7]([CH2:15][C:16]([OH:18])=O)[C:6]1=[O:19])[CH2:2][CH2:3][CH3:4].[NH2:20][C:21]1[CH:22]=[C:23]2[C:27](=[CH:28][CH:29]=1)[CH2:26][C:25]1([C:33](=[O:34])[NH:32][C:31](=[O:35])[NH:30]1)[CH2:24]2.CCN(C(C)C)C(C)C.CN(C(ON1N=NC2C=CC=NC1=2)=[N+](C)C)C.F[P-](F)(F)(F)(F)F. Product: [CH2:1]([CH:5]1[S:10][C:9]2[CH:11]=[CH:12][CH:13]=[CH:14][C:8]=2[N:7]([CH2:15][C:16]([NH:20][C:21]2[CH:22]=[C:23]3[C:27](=[CH:28][CH:29]=2)[CH2:26][C:25]2([C:33](=[O:34])[NH:32][C:31](=[O:35])[NH:30]2)[CH2:24]3)=[O:18])[C:6]1=[O:19])[CH2:2][CH2:3][CH3:4]. The catalyst class is: 3. (3) Reactant: [F:1][C:2]1[CH:3]=[C:4]([C:8]2[N:13]=[CH:12][C:11]([C:14]([OH:16])=O)=[CH:10][N:9]=2)[CH:5]=[CH:6][CH:7]=1.CN(C(ON1N=NC2C=CC=NC1=2)=[N+](C)C)C.F[P-](F)(F)(F)(F)F.CCN(C(C)C)C(C)C.[NH2:50][C@H:51]1[C@@H:55]([OH:56])[CH2:54][N:53]([C:57]([O:59][C:60]([CH3:63])([CH3:62])[CH3:61])=[O:58])[CH2:52]1. Product: [F:1][C:2]1[CH:3]=[C:4]([C:8]2[N:9]=[CH:10][C:11]([C:14]([NH:50][C@H:51]3[C@@H:55]([OH:56])[CH2:54][N:53]([C:57]([O:59][C:60]([CH3:63])([CH3:62])[CH3:61])=[O:58])[CH2:52]3)=[O:16])=[CH:12][N:13]=2)[CH:5]=[CH:6][CH:7]=1. The catalyst class is: 705. (4) Reactant: [C:1]([NH:4][C:5]1[CH:14]=[CH:13][CH:12]=[C:11]2[C:6]=1[CH:7]=[CH:8][C:9]([S:15](Cl)(=[O:17])=[O:16])=[CH:10]2)(=[O:3])[CH3:2].[CH2:19]([NH2:26])[C:20]1[CH:25]=[CH:24][CH:23]=[CH:22][CH:21]=1.C(N(CC)CC)C.O. The catalyst class is: 7. Product: [C:1]([NH:4][C:5]1[CH:14]=[CH:13][CH:12]=[C:11]2[C:6]=1[CH:7]=[CH:8][C:9]([S:15]([NH:26][CH2:19][C:20]1[CH:25]=[CH:24][CH:23]=[CH:22][CH:21]=1)(=[O:17])=[O:16])=[CH:10]2)(=[O:3])[CH3:2]. (5) Product: [CH3:1][N:2]([CH2:3][CH:4]1[CH2:8][CH2:7][N:6]([C:9]([O:11][C:12]([CH3:15])([CH3:14])[CH3:13])=[O:10])[CH2:5]1)[C:51]([C:49]1[CH:48]=[CH:47][C:44]2[S:45][CH2:46][C:41](=[O:40])[NH:42][C:43]=2[N:50]=1)=[O:52]. The catalyst class is: 3. Reactant: [CH3:1][NH:2][CH2:3][CH:4]1[CH2:8][CH2:7][N:6]([C:9]([O:11][C:12]([CH3:15])([CH3:14])[CH3:13])=[O:10])[CH2:5]1.C(N(CC)CC)C.C1C=CC(P(N=[N+]=[N-])(C2C=CC=CC=2)=O)=CC=1.[O:40]=[C:41]1[CH2:46][S:45][C:44]2[CH:47]=[CH:48][C:49]([C:51](O)=[O:52])=[N:50][C:43]=2[NH:42]1.